This data is from Reaction yield outcomes from USPTO patents with 853,638 reactions. The task is: Predict the reaction yield, written as a fraction of the theoretical maximum amount of product (1.0 means a 100% yield; for example, 0.34 means a 34% yield). (1) The reactants are [CH2:1]([O:3][CH:4]([O:8][CH2:9][CH3:10])[C@@H:5]([NH2:7])[CH3:6])[CH3:2].Br[CH2:12][C:13]1[C:18]2[N:19]=[C:20]([N:22](C(OC(C)(C)C)=O)[C:23]([O:25][C:26]([CH3:29])([CH3:28])[CH3:27])=[O:24])[S:21][C:17]=2[CH:16]=[CH:15][CH:14]=1.C(=O)([O-])[O-].[K+].[K+]. The catalyst is C(#N)C. The product is [CH2:1]([O:3][CH:4]([O:8][CH2:9][CH3:10])[C@@H:5]([NH:7][CH2:12][C:13]1[C:18]2[N:19]=[C:20]([NH:22][C:23](=[O:24])[O:25][C:26]([CH3:28])([CH3:27])[CH3:29])[S:21][C:17]=2[CH:16]=[CH:15][CH:14]=1)[CH3:6])[CH3:2]. The yield is 0.710. (2) The reactants are [C:1]([C:4]1[C:9](=[O:10])[C:8]([O:11][CH3:12])=[CH:7][N:6]([C:13]2[CH:18]=[CH:17][C:16]([N:19]3[CH2:24][CH2:23][O:22][CH2:21][CH2:20]3)=[C:15]([F:25])[C:14]=2[F:26])[N:5]=1)(=O)[CH3:2].[CH3:27]OC(OC)N(C)C.[C:35]1([NH:41][NH2:42])[CH:40]=[CH:39][CH:38]=[CH:37][CH:36]=1. No catalyst specified. The product is [F:26][C:14]1[C:15]([F:25])=[C:16]([N:19]2[CH2:20][CH2:21][O:22][CH2:23][CH2:24]2)[CH:17]=[CH:18][C:13]=1[N:6]1[CH:7]=[C:8]([O:11][CH3:12])[C:9](=[O:10])[C:4]([C:1]2[N:41]([C:35]3[CH:40]=[CH:39][CH:38]=[CH:37][CH:36]=3)[N:42]=[CH:27][CH:2]=2)=[N:5]1. The yield is 0.550. (3) The reactants are [CH3:1][C:2]1[CH:7]=[CH:6][C:5]([S:8]([N:11]2[CH:15]=[CH:14][CH:13]=[N:12]2)(=[O:10])=[O:9])=[CH:4][CH:3]=1.C([Li])(C)(C)C.CCCCC.[I:26]I.[Cl-].[NH4+]. The catalyst is C1COCC1. The product is [I:26][C:15]1[N:11]([S:8]([C:5]2[CH:6]=[CH:7][C:2]([CH3:1])=[CH:3][CH:4]=2)(=[O:10])=[O:9])[N:12]=[CH:13][CH:14]=1. The yield is 0.300.